Dataset: NCI-60 drug combinations with 297,098 pairs across 59 cell lines. Task: Regression. Given two drug SMILES strings and cell line genomic features, predict the synergy score measuring deviation from expected non-interaction effect. (1) Drug 1: CC12CCC3C(C1CCC2=O)CC(=C)C4=CC(=O)C=CC34C. Drug 2: C(CCl)NC(=O)N(CCCl)N=O. Cell line: BT-549. Synergy scores: CSS=45.4, Synergy_ZIP=1.54, Synergy_Bliss=5.54, Synergy_Loewe=4.27, Synergy_HSA=4.48. (2) Synergy scores: CSS=58.3, Synergy_ZIP=7.57, Synergy_Bliss=7.64, Synergy_Loewe=6.41, Synergy_HSA=12.4. Drug 2: CC(C)(C1=NC(=CC=C1)N2C3=NC(=NC=C3C(=O)N2CC=C)NC4=CC=C(C=C4)N5CCN(CC5)C)O. Cell line: SK-OV-3. Drug 1: CC1=C2C(C(=O)C3(C(CC4C(C3C(C(C2(C)C)(CC1OC(=O)C(C(C5=CC=CC=C5)NC(=O)C6=CC=CC=C6)O)O)OC(=O)C7=CC=CC=C7)(CO4)OC(=O)C)O)C)OC(=O)C. (3) Synergy scores: CSS=8.69, Synergy_ZIP=-2.15, Synergy_Bliss=1.21, Synergy_Loewe=1.25, Synergy_HSA=1.25. Drug 2: C(CN)CNCCSP(=O)(O)O. Drug 1: C1CC(=O)NC(=O)C1N2CC3=C(C2=O)C=CC=C3N. Cell line: BT-549. (4) Drug 1: CNC(=O)C1=CC=CC=C1SC2=CC3=C(C=C2)C(=NN3)C=CC4=CC=CC=N4. Drug 2: C1CCC(C1)C(CC#N)N2C=C(C=N2)C3=C4C=CNC4=NC=N3. Cell line: NCI-H322M. Synergy scores: CSS=1.10, Synergy_ZIP=0.367, Synergy_Bliss=2.61, Synergy_Loewe=0.999, Synergy_HSA=1.15. (5) Drug 1: CCN(CC)CCNC(=O)C1=C(NC(=C1C)C=C2C3=C(C=CC(=C3)F)NC2=O)C. Drug 2: CC1CCCC2(C(O2)CC(NC(=O)CC(C(C(=O)C(C1O)C)(C)C)O)C(=CC3=CSC(=N3)C)C)C. Cell line: HT29. Synergy scores: CSS=79.4, Synergy_ZIP=9.95, Synergy_Bliss=7.83, Synergy_Loewe=0.179, Synergy_HSA=9.01. (6) Drug 1: CC=C1C(=O)NC(C(=O)OC2CC(=O)NC(C(=O)NC(CSSCCC=C2)C(=O)N1)C(C)C)C(C)C. Drug 2: CC1CCC2CC(C(=CC=CC=CC(CC(C(=O)C(C(C(=CC(C(=O)CC(OC(=O)C3CCCCN3C(=O)C(=O)C1(O2)O)C(C)CC4CCC(C(C4)OC)OCCO)C)C)O)OC)C)C)C)OC. Cell line: MDA-MB-435. Synergy scores: CSS=6.05, Synergy_ZIP=-1.20, Synergy_Bliss=-5.64, Synergy_Loewe=-23.4, Synergy_HSA=-4.93.